Dataset: Catalyst prediction with 721,799 reactions and 888 catalyst types from USPTO. Task: Predict which catalyst facilitates the given reaction. (1) Reactant: [Br:1][C:2]1[N:3]=[C:4](Br)[C:5]2[N:6]([CH:8]=[CH:9][N:10]=2)[CH:7]=1.[NH:12]1[C:20]2[C:15](=[CH:16][C:17]([NH2:21])=[CH:18][CH:19]=2)[CH:14]=[N:13]1. Product: [Br:1][C:2]1[N:3]=[C:4]([NH:21][C:17]2[CH:16]=[C:15]3[C:20](=[CH:19][CH:18]=2)[NH:12][N:13]=[CH:14]3)[C:5]2[N:6]([CH:8]=[CH:9][N:10]=2)[CH:7]=1. The catalyst class is: 10. (2) Reactant: [C:1]1([CH2:7][O:8][C:9]2[CH:10]=[C:11]3[C:15](=[CH:16][CH:17]=2)[NH:14][C:13]([C:18]([O:20][CH2:21][CH3:22])=[O:19])=[CH:12]3)[CH:6]=[CH:5][CH:4]=[CH:3][CH:2]=1.C([O-])([O-])=O.[Cs+].[Cs+].FC(F)(F)S(O[CH2:35][C:36]([F:39])([F:38])[F:37])(=O)=O. Product: [C:1]1([CH2:7][O:8][C:9]2[CH:10]=[C:11]3[C:15](=[CH:16][CH:17]=2)[N:14]([CH2:35][C:36]([F:39])([F:38])[F:37])[C:13]([C:18]([O:20][CH2:21][CH3:22])=[O:19])=[CH:12]3)[CH:6]=[CH:5][CH:4]=[CH:3][CH:2]=1. The catalyst class is: 705. (3) Product: [CH:10]([NH:4][C@H:3]([C:5]([O:7][CH2:8][CH3:9])=[O:6])[C:2]#[N:1])=[O:11]. The catalyst class is: 28. Reactant: [N:1]#[C:2][C@@H:3]([C:5]([O:7][CH2:8][CH3:9])=[O:6])[NH2:4].[CH:10](OC(=O)C)=[O:11]. (4) Reactant: [CH3:1][N:2]([C@@H:12]1[C@H:17]([CH3:18])[CH2:16][CH2:15][NH:14][CH2:13]1)[C:3]1[C:4]2[CH:11]=[CH:10][NH:9][C:5]=2[N:6]=[CH:7][N:8]=1.[O:19]1[CH2:22][C:21](=[CH:23][C:24]#[N:25])[CH2:20]1.N12CCCC=C1CCNCC2. Product: [CH3:18][C@@H:17]1[CH2:16][CH2:15][N:14]([C:21]2([CH2:23][C:24]#[N:25])[CH2:22][O:19][CH2:20]2)[CH2:13][C@@H:12]1[N:2]([CH3:1])[C:3]1[C:4]2[CH:11]=[CH:10][NH:9][C:5]=2[N:6]=[CH:7][N:8]=1. The catalyst class is: 7. (5) The catalyst class is: 7. Reactant: [F:1][C:2]1[CH:3]=[C:4]([S:8]([NH:11][C:12]2[C:17]([O:18][CH3:19])=[N:16][C:15]([F:20])=[CH:14][N:13]=2)(=[O:10])=[O:9])[CH:5]=[CH:6][CH:7]=1.[Li+].CC([N-]C(C)C)C.[Cl:29]C(Cl)(Cl)C(Cl)(Cl)Cl. Product: [Cl:29][C:3]1[C:2]([F:1])=[CH:7][CH:6]=[CH:5][C:4]=1[S:8]([NH:11][C:12]1[C:17]([O:18][CH3:19])=[N:16][C:15]([F:20])=[CH:14][N:13]=1)(=[O:9])=[O:10]. (6) Reactant: Br[CH2:2][CH2:3][CH2:4][N:5]1[C:9](=[O:10])[C:8]2=[CH:11][CH:12]=[CH:13][CH:14]=[C:7]2[C:6]1=[O:15].[NH:16]1[CH2:21][CH2:20][CH2:19][CH2:18][CH2:17]1. Product: [N:16]1([CH2:2][CH2:3][CH2:4][N:5]2[C:9](=[O:10])[C:8]3[C:7](=[CH:14][CH:13]=[CH:12][CH:11]=3)[C:6]2=[O:15])[CH2:21][CH2:20][CH2:19][CH2:18][CH2:17]1. The catalyst class is: 11. (7) The catalyst class is: 689. Reactant: Cl[O-].[Na+].[OH:4][CH2:5][C:6]1[C:7](OCOC)=[C:8]([CH:16]2[CH2:20][CH2:19][CH2:18][CH:17]2[C:21]([C:23]2[CH:28]=[CH:27][C:26]([O:29][CH2:30][O:31][CH3:32])=[CH:25][CH:24]=2)=[O:22])[CH:9]=[C:10]([O:12][CH2:13][O:14][CH3:15])[CH:11]=1.C[CH2:38][O:39]C(C)=O. Product: [CH3:38][O:39][CH:13]([O:14][CH3:15])[O:12][C:10]1[CH:9]=[C:8]([CH:16]2[CH2:20][CH2:19][CH2:18][CH:17]2[C:21](=[O:22])[C:23]2[CH:24]=[CH:25][C:26]([O:29][CH2:30][O:31][CH3:32])=[CH:27][CH:28]=2)[CH:7]=[C:6]([CH:11]=1)[CH:5]=[O:4]. (8) Reactant: [CH3:1][NH:2][S:3]([C:6]1[CH:7]=[C:8]([NH:12][C:13]2[N:18]=[CH:17][N:16]=[C:15]([NH:19][C:20]3[S:21][C:22]([C:25]([O:27]C)=[O:26])=[CH:23][N:24]=3)[CH:14]=2)[CH:9]=[CH:10][CH:11]=1)(=[O:5])=[O:4].[OH-].[Na+].Cl. Product: [CH3:1][NH:2][S:3]([C:6]1[CH:7]=[C:8]([NH:12][C:13]2[N:18]=[CH:17][N:16]=[C:15]([NH:19][C:20]3[S:21][C:22]([C:25]([OH:27])=[O:26])=[CH:23][N:24]=3)[CH:14]=2)[CH:9]=[CH:10][CH:11]=1)(=[O:5])=[O:4]. The catalyst class is: 20.